This data is from Full USPTO retrosynthesis dataset with 1.9M reactions from patents (1976-2016). The task is: Predict the reactants needed to synthesize the given product. (1) Given the product [C:1]([O:5][C:6](=[O:7])[NH:8][CH2:9][CH2:10][C:11]1[CH:12]=[CH:13][C:14]([C:15]([N:41]2[CH2:42][CH2:43][N:38]([CH3:37])[CH2:39][CH2:40]2)=[O:17])=[CH:18][CH:19]=1)([CH3:2])([CH3:3])[CH3:4], predict the reactants needed to synthesize it. The reactants are: [C:1]([O:5][C:6]([NH:8][CH2:9][CH2:10][C:11]1[CH:19]=[CH:18][C:14]([C:15]([OH:17])=O)=[CH:13][CH:12]=1)=[O:7])([CH3:4])([CH3:3])[CH3:2].C1C=CC2N(O)N=NC=2C=1.C(N(CC)CC)C.[CH3:37][N:38]1[CH2:43][CH2:42][NH:41][CH2:40][CH2:39]1. (2) Given the product [Br:15][C:16]1[CH:21]=[CH:20][C:19]([O:22][C:2]2[CH:3]=[CH:4][C:5]([N+:12]([O-:14])=[O:13])=[C:6]([CH:11]=2)[C:7]([O:9][CH3:10])=[O:8])=[CH:18][C:17]=1[F:23], predict the reactants needed to synthesize it. The reactants are: F[C:2]1[CH:3]=[CH:4][C:5]([N+:12]([O-:14])=[O:13])=[C:6]([CH:11]=1)[C:7]([O:9][CH3:10])=[O:8].[Br:15][C:16]1[CH:21]=[CH:20][C:19]([OH:22])=[CH:18][C:17]=1[F:23].C([O-])([O-])=O.[K+].[K+].C1OCCOCCOCCOCCOCCOC1. (3) Given the product [OH:2][C:3]1[C:8]([CH3:9])=[N:7][N:6]([CH3:10])[C:5](=[O:11])[C:4]=1[N:12]1[C:16]([CH3:17])=[CH:15][C:14]([C:18]2[CH:23]=[CH:22][C:21]([C:24]([F:27])([F:26])[F:25])=[CH:20][CH:19]=2)=[N:13]1, predict the reactants needed to synthesize it. The reactants are: C[O:2][C:3]1[C:8]([CH3:9])=[N:7][N:6]([CH3:10])[C:5](=[O:11])[C:4]=1[N:12]1[C:16]([CH3:17])=[CH:15][C:14]([C:18]2[CH:23]=[CH:22][C:21]([C:24]([F:27])([F:26])[F:25])=[CH:20][CH:19]=2)=[N:13]1.[OH-].[Na+]. (4) Given the product [Cl:26][C:21]1[CH:20]=[C:19]([C@H:5]([O:4][CH2:3][CH2:2][NH:1][C:35]([O:37][CH3:38])=[O:36])[C@@H:6]2[CH2:11][CH2:10][CH2:9][N:8]([C:12]([O:14][C:15]([CH3:18])([CH3:17])[CH3:16])=[O:13])[CH2:7]2)[CH:24]=[C:23]([F:25])[CH:22]=1, predict the reactants needed to synthesize it. The reactants are: [NH2:1][CH2:2][CH2:3][O:4][C@@H:5]([C:19]1[CH:24]=[C:23]([F:25])[CH:22]=[C:21]([Cl:26])[CH:20]=1)[C@@H:6]1[CH2:11][CH2:10][CH2:9][N:8]([C:12]([O:14][C:15]([CH3:18])([CH3:17])[CH3:16])=[O:13])[CH2:7]1.CCN(CC)CC.Cl[C:35]([O:37][CH3:38])=[O:36].O. (5) Given the product [Cl:18][C:12]1[CH:13]=[CH:14][CH:15]=[C:16]([Cl:17])[C:11]=1[C:9]1[S:8][C:7]2[C:2]([NH:23][C:21](=[O:22])[CH2:20][OH:19])=[N:3][CH:4]=[CH:5][C:6]=2[N:10]=1, predict the reactants needed to synthesize it. The reactants are: Br[C:2]1[C:7]2[S:8][C:9]([C:11]3[C:16]([Cl:17])=[CH:15][CH:14]=[CH:13][C:12]=3[Cl:18])=[N:10][C:6]=2[CH:5]=[CH:4][N:3]=1.[OH:19][CH2:20][C:21]([NH2:23])=[O:22].CC1(C)C2C(=C(P(C3C=CC=CC=3)C3C=CC=CC=3)C=CC=2)OC2C(P(C3C=CC=CC=3)C3C=CC=CC=3)=CC=CC1=2.C([O-])([O-])=O.[Cs+].[Cs+]. (6) Given the product [CH2:1]([O:8][C:9](=[O:25])[NH:10][C@H:11]1[CH2:17][CH2:16][C@H:15]([N:32]=[N+:33]=[N-:34])[C@@H:13]([OH:14])[CH2:12]1)[C:2]1[CH:7]=[CH:6][CH:5]=[CH:4][CH:3]=1, predict the reactants needed to synthesize it. The reactants are: [CH2:1]([O:8][C:9](=[O:25])[N:10](CC1C=CC=CC=1)[C@H:11]1[CH2:17][CH2:16][C@@H:15]2[C@@H:13]([O:14]2)[CH2:12]1)[C:2]1[CH:7]=[CH:6][CH:5]=[CH:4][CH:3]=1.Cl([O-])(=O)(=O)=O.[Li+].[N-:32]=[N+:33]=[N-:34].[Na+].C(=O)(O)[O-].[Na+]. (7) Given the product [CH3:4][C:1]([CH3:2])([O:5][C:6]([NH:8][C@@H:9]([CH2:10][C:40]1[CH:41]=[CH:42][N:37]=[CH:38][CH:39]=1)[C:11]([O:13][CH3:22])=[O:12])=[O:7])[CH3:3], predict the reactants needed to synthesize it. The reactants are: [C:1]([O:5][C:6]([N:8](C1C=CN=CC=1)[C@H:9]([C:11]([OH:13])=[O:12])[CH3:10])=[O:7])([CH3:4])([CH3:3])[CH3:2].CO.[CH:22]1(N=C=NC2CCCCC2)CCCCC1.[N:37]1[CH:42]=[CH:41][CH:40]=[CH:39][CH:38]=1. (8) Given the product [CH3:35][N:36]([CH3:40])[CH2:37][CH2:38][NH:39][C:24]([C:19]1[NH:20][C:21]2[C:17]([C:18]=1[C:27]1[CH:32]=[CH:31][CH:30]=[C:29]([O:33][CH3:34])[CH:28]=1)=[CH:16][C:15]([NH:14][S:11]([C:8]1[CH:7]=[CH:6][C:5]([C:1]([CH3:3])([CH3:4])[CH3:2])=[CH:10][CH:9]=1)(=[O:12])=[O:13])=[CH:23][CH:22]=2)=[O:26], predict the reactants needed to synthesize it. The reactants are: [C:1]([C:5]1[CH:10]=[CH:9][C:8]([S:11]([NH:14][C:15]2[CH:16]=[C:17]3[C:21](=[CH:22][CH:23]=2)[NH:20][C:19]([C:24]([OH:26])=O)=[C:18]3[C:27]2[CH:32]=[CH:31][CH:30]=[C:29]([O:33][CH3:34])[CH:28]=2)(=[O:13])=[O:12])=[CH:7][CH:6]=1)([CH3:4])([CH3:3])[CH3:2].[CH3:35][N:36]([CH3:40])[CH2:37][CH2:38][NH2:39]. (9) The reactants are: [NH2:1][CH2:2][C:3]1[CH:10]=[CH:9][C:6]([C:7]#[N:8])=[CH:5][CH:4]=1.C(N(CC)CC)C.[CH3:18][S:19](Cl)(=[O:21])=[O:20].O. Given the product [C:7]([C:6]1[CH:9]=[CH:10][C:3]([CH2:2][NH:1][S:19]([CH3:18])(=[O:21])=[O:20])=[CH:4][CH:5]=1)#[N:8], predict the reactants needed to synthesize it.